Task: Predict the product of the given reaction.. Dataset: Forward reaction prediction with 1.9M reactions from USPTO patents (1976-2016) Given the reactants [CH:1]([C@@H:4]1[NH:10][CH2:9][C:8]2[CH:11]=[CH:12][C:13]([C:15]([O:17][CH3:18])=[O:16])=[CH:14][C:7]=2[O:6][CH2:5]1)([CH3:3])[CH3:2].CCN(CC)CC.[N:26]([C:29]1[CH:34]=[CH:33][C:32]([O:35][CH3:36])=[CH:31][CH:30]=1)=[C:27]=[O:28], predict the reaction product. The product is: [CH:1]([C@@H:4]1[N:10]([C:27](=[O:28])[NH:26][C:29]2[CH:30]=[CH:31][C:32]([O:35][CH3:36])=[CH:33][CH:34]=2)[CH2:9][C:8]2[CH:11]=[CH:12][C:13]([C:15]([O:17][CH3:18])=[O:16])=[CH:14][C:7]=2[O:6][CH2:5]1)([CH3:3])[CH3:2].